From a dataset of Forward reaction prediction with 1.9M reactions from USPTO patents (1976-2016). Predict the product of the given reaction. (1) Given the reactants [F:1][C:2]1[CH:3]=[C:4]([OH:11])[CH:5]=[CH:6][C:7]=1[N+:8]([O-:10])=[O:9].[CH3:12][C:13]1[CH:14]=[C:15]([NH:22][C:23]([C:25]2([CH3:28])[CH2:27][O:26]2)=[O:24])[CH:16]=[CH:17][C:18]=1[N+:19]([O-:21])=[O:20], predict the reaction product. The product is: [F:1][C:2]1[CH:3]=[C:4]([CH:5]=[CH:6][C:7]=1[N+:8]([O-:10])=[O:9])[O:11][CH2:28][C:25]([OH:26])([CH3:27])[C:23]([NH:22][C:15]1[CH:16]=[CH:17][C:18]([N+:19]([O-:21])=[O:20])=[C:13]([CH3:12])[CH:14]=1)=[O:24]. (2) Given the reactants I[C:2]1[C:3]([CH3:20])=[N:4][CH:5]=[C:6]([C:9]=1[NH:10][C:11]1[CH:19]=[CH:18][CH:17]=[C:16]2[C:12]=1[CH:13]=[CH:14][NH:15]2)[C:7]#[N:8].B(O)O.[Cl:24][CH2:25][CH2:26][O:27][C:28]1[CH:33]=[CH:32][C:31](Br)=[CH:30][CH:29]=1.ClCCOC1C=CC(C2C(C)=NC=C(C=2NC2C(C)=C3C(=CC=2)NC=C3)C#N)=CC=1, predict the reaction product. The product is: [Cl:24][CH2:25][CH2:26][O:27][C:28]1[CH:33]=[CH:32][C:31]([C:2]2[C:3]([CH3:20])=[N:4][CH:5]=[C:6]([C:9]=2[NH:10][C:11]2[CH:19]=[CH:18][CH:17]=[C:16]3[C:12]=2[CH:13]=[CH:14][NH:15]3)[C:7]#[N:8])=[CH:30][CH:29]=1.